This data is from TCR-epitope binding with 47,182 pairs between 192 epitopes and 23,139 TCRs. The task is: Binary Classification. Given a T-cell receptor sequence (or CDR3 region) and an epitope sequence, predict whether binding occurs between them. The epitope is IQYIDIGNY. The TCR CDR3 sequence is CASSLGTDIYNEQFF. Result: 0 (the TCR does not bind to the epitope).